From a dataset of Forward reaction prediction with 1.9M reactions from USPTO patents (1976-2016). Predict the product of the given reaction. (1) Given the reactants [CH3:1][S:2](Cl)(=[O:4])=[O:3].[NH2:6][CH:7]1[C:13]2[CH:14]=[CH:15][CH:16]=[CH:17][C:12]=2[O:11][CH2:10][CH2:9][CH2:8]1.C(N(CC)CC)C.O, predict the reaction product. The product is: [CH3:1][S:2]([NH:6][CH:7]1[C:13]2[CH:14]=[CH:15][CH:16]=[CH:17][C:12]=2[O:11][CH2:10][CH2:9][CH2:8]1)(=[O:4])=[O:3]. (2) Given the reactants [S:1]=[C:2]1[C@@H:11]([NH:12][C:13](=[O:22])[O:14][CH2:15][C:16]2[CH:21]=[CH:20][CH:19]=[CH:18][CH:17]=2)[CH2:10][C:9]2[C:4](=[CH:5][CH:6]=[C:7]([O:23][C:24]3[CH:29]=[CH:28][CH:27]=[C:26]([C:30]([F:33])([F:32])[F:31])[CH:25]=3)[CH:8]=2)[NH:3]1.[CH3:34]OC1C=C(C=CC=1)OC1C=C2C(=CC=1)N=C(SC)C(NC(=O)OC(C)(C)C)C2, predict the reaction product. The product is: [CH3:34][S:1][C:2]1[CH:11]([NH:12][C:13](=[O:22])[O:14][CH2:15][C:16]2[CH:17]=[CH:18][CH:19]=[CH:20][CH:21]=2)[CH2:10][C:9]2[C:4](=[CH:5][CH:6]=[C:7]([O:23][C:24]3[CH:29]=[CH:28][CH:27]=[C:26]([C:30]([F:32])([F:31])[F:33])[CH:25]=3)[CH:8]=2)[N:3]=1. (3) Given the reactants [CH2:1]([C:3]1[NH:4][C:5]2[C:10]([CH:11]=1)=[C:9]([C:12]([F:15])([F:14])[F:13])[C:8]([C:16]#[N:17])=[CH:7][CH:6]=2)[CH3:2].[CH2:18](Br)[CH:19]=[CH2:20], predict the reaction product. The product is: [CH2:1]([C:3]1[N:4]([CH2:20][CH:19]=[CH2:18])[C:5]2[C:10]([CH:11]=1)=[C:9]([C:12]([F:15])([F:13])[F:14])[C:8]([C:16]#[N:17])=[CH:7][CH:6]=2)[CH3:2]. (4) Given the reactants [H-].[Al+3].[Li+].[H-].[H-].[H-].C[O:8][C:9](=O)[CH2:10][C:11]1([CH2:27][CH3:28])[CH2:16][CH2:15][N:14]([C:17]2[S:18][C:19]3[CH:25]=[C:24]([Cl:26])[CH:23]=[CH:22][C:20]=3[N:21]=2)[CH2:13][CH2:12]1.O.[OH-].[Na+], predict the reaction product. The product is: [Cl:26][C:24]1[CH:23]=[CH:22][C:20]2[N:21]=[C:17]([N:14]3[CH2:15][CH2:16][C:11]([CH2:10][CH2:9][OH:8])([CH2:27][CH3:28])[CH2:12][CH2:13]3)[S:18][C:19]=2[CH:25]=1. (5) Given the reactants [Si]([O:8][CH2:9][C@@H:10]([NH:19][C:20]1[C:21]2[CH2:29][N:28]([C:30]3[CH:37]=[CH:36][C:35]([CH3:38])=[CH:34][C:31]=3[C:32]#[N:33])[CH2:27][CH2:26][C:22]=2[N:23]=[CH:24][N:25]=1)[C:11]1[CH:12]=[N:13][C:14]([O:17][CH3:18])=[N:15][CH:16]=1)(C(C)(C)C)(C)C.CCCC[N+](CCCC)(CCCC)CCCC.[F-].O.CCOC(C)=O, predict the reaction product. The product is: [OH:8][CH2:9][C@@H:10]([NH:19][C:20]1[C:21]2[CH2:29][N:28]([C:30]3[CH:37]=[CH:36][C:35]([CH3:38])=[CH:34][C:31]=3[C:32]#[N:33])[CH2:27][CH2:26][C:22]=2[N:23]=[CH:24][N:25]=1)[C:11]1[CH:16]=[N:15][C:14]([O:17][CH3:18])=[N:13][CH:12]=1. (6) The product is: [CH3:4][C:5]1[O:9][C:8]([C:10]2[CH:11]=[CH:12][CH:13]=[CH:14][CH:15]=2)=[N:7][C:6]=1[CH2:16][O:17][C:18]1[CH:38]=[CH:37][C:21]([CH2:22][O:23]/[N:24]=[C:25](/[C:31]2[CH:36]=[CH:35][CH:34]=[CH:33][CH:32]=2)\[CH2:26][CH2:27][C:28]([O-:30])=[O:29])=[CH:20][CH:19]=1.[Na+:3]. Given the reactants C[O-].[Na+:3].[CH3:4][C:5]1[O:9][C:8]([C:10]2[CH:15]=[CH:14][CH:13]=[CH:12][CH:11]=2)=[N:7][C:6]=1[CH2:16][O:17][C:18]1[CH:38]=[CH:37][C:21]([CH2:22][O:23]/[N:24]=[C:25](/[C:31]2[CH:36]=[CH:35][CH:34]=[CH:33][CH:32]=2)\[CH2:26][CH2:27][C:28]([OH:30])=[O:29])=[CH:20][CH:19]=1, predict the reaction product. (7) Given the reactants [Br:1][CH2:2][C:3]1[CH:11]=[CH:10][C:6]([C:7]([OH:9])=O)=[CH:5][CH:4]=1.[Cl:12][C:13]1[CH:19]=[CH:18][C:16]([NH2:17])=[CH:15][C:14]=1[C:20]1[CH:25]=[CH:24][CH:23]=[CH:22][N:21]=1, predict the reaction product. The product is: [Br:1][CH2:2][C:3]1[CH:4]=[CH:5][C:6]([C:7]([NH:17][C:16]2[CH:18]=[CH:19][C:13]([Cl:12])=[C:14]([C:20]3[CH:25]=[CH:24][CH:23]=[CH:22][N:21]=3)[CH:15]=2)=[O:9])=[CH:10][CH:11]=1.